From a dataset of Full USPTO retrosynthesis dataset with 1.9M reactions from patents (1976-2016). Predict the reactants needed to synthesize the given product. (1) Given the product [Br:1][C:2]1[CH:9]=[CH:8][C:5](/[CH:6]=[N:17]/[S@@:15]([C:12]([CH3:14])([CH3:13])[CH3:11])=[O:16])=[C:4]([F:10])[CH:3]=1, predict the reactants needed to synthesize it. The reactants are: [Br:1][C:2]1[CH:9]=[CH:8][C:5]([CH:6]=O)=[C:4]([F:10])[CH:3]=1.[CH3:11][C:12]([S@:15]([NH2:17])=[O:16])([CH3:14])[CH3:13]. (2) Given the product [N+:8]([C:5]1[CH:6]=[CH:7][C:2]([N:24]2[CH2:25][CH2:26][CH:21]([N:15]3[CH2:20][CH2:19][CH2:18][CH2:17][CH2:16]3)[CH2:22][CH2:23]2)=[C:3]([C:11]([F:14])([F:13])[F:12])[CH:4]=1)([O-:10])=[O:9], predict the reactants needed to synthesize it. The reactants are: F[C:2]1[CH:7]=[CH:6][C:5]([N+:8]([O-:10])=[O:9])=[CH:4][C:3]=1[C:11]([F:14])([F:13])[F:12].[N:15]1([CH:21]2[CH2:26][CH2:25][NH:24][CH2:23][CH2:22]2)[CH2:20][CH2:19][CH2:18][CH2:17][CH2:16]1.C([O-])([O-])=O.[K+].[K+]. (3) Given the product [Cl:12][C:9]1[CH:8]=[CH:7][CH:6]=[C:5]2[C:10]=1[N:11]=[C:2]([C:20]1[CH:19]=[C:18]([F:21])[CH:17]=[CH:16][C:15]=1[Cl:14])[C:3]([CH3:13])=[N:4]2, predict the reactants needed to synthesize it. The reactants are: Cl[C:2]1[C:3]([CH3:13])=[N:4][C:5]2[C:10]([N:11]=1)=[C:9]([Cl:12])[CH:8]=[CH:7][CH:6]=2.[Cl:14][C:15]1[CH:20]=[CH:19][C:18]([F:21])=[CH:17][C:16]=1B(O)O.C(O)(O)=O. (4) Given the product [CH2:36]([N:38]([CH2:43][CH3:44])[CH2:39][CH2:40][CH2:41][NH:42][C:27]([NH:11][C:7]1[CH:6]=[C:5]([O:4][C:3]2[CH:12]=[CH:13][C:14]([N+:16]([O-:18])=[O:17])=[CH:15][C:2]=2[CH3:1])[CH:10]=[CH:9][N:8]=1)=[O:28])[CH3:37], predict the reactants needed to synthesize it. The reactants are: [CH3:1][C:2]1[CH:15]=[C:14]([N+:16]([O-:18])=[O:17])[CH:13]=[CH:12][C:3]=1[O:4][C:5]1[CH:10]=[CH:9][N:8]=[C:7]([NH2:11])[CH:6]=1.C(N(CC)CC)C.Cl[C:27](OC1C=CC=CC=1)=[O:28].[CH2:36]([N:38]([CH2:43][CH3:44])[CH2:39][CH2:40][CH2:41][NH2:42])[CH3:37]. (5) Given the product [F:19][C:17]1[CH:16]=[C:15]([F:20])[CH:14]=[C:13]2[C:18]=1[C:9]([NH:8][C:7]1[C:2]([C:38]3[CH:39]=[CH:40][C:35]([OH:34])=[CH:36][CH:37]=3)=[N:3][CH:4]=[C:5]([N:28]3[CH2:33][CH2:32][O:31][CH2:30][CH2:29]3)[CH:6]=1)=[C:10]([CH3:27])[C:11]([C:21]1[CH:26]=[CH:25][CH:24]=[CH:23][N:22]=1)=[N:12]2, predict the reactants needed to synthesize it. The reactants are: Cl[C:2]1[C:7]([NH:8][C:9]2[C:18]3[C:13](=[CH:14][C:15]([F:20])=[CH:16][C:17]=3[F:19])[N:12]=[C:11]([C:21]3[CH:26]=[CH:25][CH:24]=[CH:23][N:22]=3)[C:10]=2[CH3:27])=[CH:6][C:5]([N:28]2[CH2:33][CH2:32][O:31][CH2:30][CH2:29]2)=[CH:4][N:3]=1.[OH:34][C:35]1[CH:40]=[CH:39][C:38](B(O)O)=[CH:37][CH:36]=1.C1(P(C2CCCCC2)C2CCCCC2)CCCCC1.[O-]P([O-])([O-])=O.[K+].[K+].[K+]. (6) Given the product [CH3:1][O:2][CH2:3][C:4]1[CH:5]=[C:6]([C:14]([OH:16])=[O:15])[C:7]([C:10]([OH:12])=[O:11])=[N:8][CH:9]=1, predict the reactants needed to synthesize it. The reactants are: [CH3:1][O:2][CH2:3][C:4]1[CH:5]=[C:6]([C:14]([O:16]C)=[O:15])[C:7]([C:10]([O:12]C)=[O:11])=[N:8][CH:9]=1.[OH-].[Na+].